Predict the reaction yield, written as a fraction of the theoretical maximum amount of product (1.0 means a 100% yield; for example, 0.34 means a 34% yield). From a dataset of Reaction yield outcomes from USPTO patents with 853,638 reactions. (1) The reactants are [F:1][C:2]1[CH:3]=[CH:4][C:5]([C:25]([F:28])([F:27])[F:26])=[C:6]([CH:24]=1)[C:7]([N:9]1[CH2:14][CH2:13][N:12]([C:15]2[CH:23]=[CH:22][C:18]([C:19]([OH:21])=O)=[CH:17][N:16]=2)[CH2:11][CH2:10]1)=[O:8].O.O[N:31]1[C:35]2[CH:36]=[CH:37][CH:38]=[CH:39]C=2N=N1.CN(C)CCCN=C=NCC.C(N(CC(C)C)CC(C)C)C.C1(CCN)CC1. The catalyst is ClCCl. The product is [CH:37]1([CH2:36][CH2:35][NH:31][C:19](=[O:21])[C:18]2[CH:22]=[CH:23][C:15]([N:12]3[CH2:11][CH2:10][N:9]([C:7](=[O:8])[C:6]4[CH:24]=[C:2]([F:1])[CH:3]=[CH:4][C:5]=4[C:25]([F:26])([F:27])[F:28])[CH2:14][CH2:13]3)=[N:16][CH:17]=2)[CH2:38][CH2:39]1. The yield is 0.750. (2) The reactants are [CH:1]1([Mg]Cl)[CH2:6][CH2:5][CH2:4][CH2:3][CH2:2]1.[CH3:9][Si:10]([O:13][CH3:14])(Cl)Cl.[Cl-].[NH4+]. The catalyst is C1COCC1. The product is [CH:1]1([CH:9]([SiH2:10][O:13][CH3:14])[CH:1]2[CH2:6][CH2:5][CH2:4][CH2:3][CH2:2]2)[CH2:6][CH2:5][CH2:4][CH2:3][CH2:2]1. The yield is 0.800. (3) The reactants are C([N:8]1[CH2:14][C:13]2[C:15]([Br:19])=[CH:16][CH:17]=[CH:18][C:12]=2[O:11][CH2:10][CH2:9]1)C1C=CC=CC=1.ClC(OC(Cl)C)=O.[C:35](O[C:35]([O:37][C:38]([CH3:41])([CH3:40])[CH3:39])=[O:36])([O:37][C:38]([CH3:41])([CH3:40])[CH3:39])=[O:36].O. The catalyst is ClCCCl.CCOCC.[OH-].[Na+].O1CCOCC1. The product is [Br:19][C:15]1[C:13]2[CH2:14][N:8]([C:35]([O:37][C:38]([CH3:39])([CH3:40])[CH3:41])=[O:36])[CH2:9][CH2:10][O:11][C:12]=2[CH:18]=[CH:17][CH:16]=1. The yield is 0.974. (4) The yield is 0.440. The reactants are [Cl:1][C:2]1[C:3]([C:9]2[CH:14]=[CH:13][C:12]([F:15])=[C:11]([NH:16][CH2:17][C:18]3[CH:23]=[CH:22][CH:21]=[C:20]([F:24])[CH:19]=3)[N:10]=2)=[CH:4][C:5](F)=[N:6][CH:7]=1.[C@H:25]1([NH2:32])[CH2:30][CH2:29][C@H:28]([NH2:31])[CH2:27][CH2:26]1. The product is [NH2:31][C@H:28]1[CH2:29][CH2:30][C@H:25]([NH:32][C:5]2[CH:4]=[C:3]([C:9]3[CH:14]=[CH:13][C:12]([F:15])=[C:11]([NH:16][CH2:17][C:18]4[CH:23]=[CH:22][CH:21]=[C:20]([F:24])[CH:19]=4)[N:10]=3)[C:2]([Cl:1])=[CH:7][N:6]=2)[CH2:26][CH2:27]1. The catalyst is CS(C)=O. (5) The reactants are [F:1][C:2]1[CH:7]=[CH:6][C:5]([C:8]2[O:9][C:10]3[CH:20]=[CH:19][C:18]([C:21]4[CH:26]=[CH:25][CH:24]=[C:23]([C:27](=[O:38])[NH:28][C:29]([C:32]5[CH:37]=[CH:36][CH:35]=[CH:34][CH:33]=5)([CH3:31])[CH3:30])[CH:22]=4)=[C:17]([N+:39]([O-])=O)[C:11]=3[C:12]=2[C:13]([NH:15][CH3:16])=[O:14])=[CH:4][CH:3]=1. The catalyst is C(O)C.CC(O)=O.CCOC(C)=O.[Fe]. The product is [NH2:39][C:17]1[C:11]2[C:12]([C:13]([NH:15][CH3:16])=[O:14])=[C:8]([C:5]3[CH:6]=[CH:7][C:2]([F:1])=[CH:3][CH:4]=3)[O:9][C:10]=2[CH:20]=[CH:19][C:18]=1[C:21]1[CH:26]=[CH:25][CH:24]=[C:23]([C:27](=[O:38])[NH:28][C:29]([C:32]2[CH:33]=[CH:34][CH:35]=[CH:36][CH:37]=2)([CH3:31])[CH3:30])[CH:22]=1. The yield is 0.560. (6) The reactants are N1C=CN=C1.[Cl:6][C:7]1[CH:8]=[C:9]2[C:14](=[CH:15][C:16]=1[O:17]C(=O)C)[O:13][CH2:12][CH:11]([C:21]1[CH:26]=[CH:25][C:24]([O:27]C(=O)C)=[CH:23][CH:22]=1)[C:10]2=[O:31]. The catalyst is C(O)C. The product is [Cl:6][C:7]1[CH:8]=[C:9]2[C:14](=[CH:15][C:16]=1[OH:17])[O:13][CH2:12][CH:11]([C:21]1[CH:26]=[CH:25][C:24]([OH:27])=[CH:23][CH:22]=1)[C:10]2=[O:31]. The yield is 0.750. (7) The yield is 0.610. The product is [CH:1]([C:4]1[CH:5]=[CH:6][C:7]([CH:10]2[C:14]3[C:15]([CH3:29])=[C:16]([NH:21][CH2:22][C:24]4[S:25][CH:26]=[CH:27][CH:28]=4)[C:17]([CH3:20])=[C:18]([CH3:19])[C:13]=3[O:12][C:11]2([CH3:31])[CH3:30])=[CH:8][CH:9]=1)([CH3:3])[CH3:2]. The catalyst is CO. The reactants are [CH:1]([C:4]1[CH:9]=[CH:8][C:7]([CH:10]2[C:14]3[C:15]([CH3:29])=[C:16]([NH:21][C:22]([C:24]4[S:25][CH:26]=[CH:27][CH:28]=4)=O)[C:17]([CH3:20])=[C:18]([CH3:19])[C:13]=3[O:12][C:11]2([CH3:31])[CH3:30])=[CH:6][CH:5]=1)([CH3:3])[CH3:2]. (8) The reactants are [CH3:1][C:2]1[CH:7]=[C:6]([CH3:8])[CH:5]=[C:4]([CH3:9])[C:3]=1[NH2:10].[Br:11][C:12]1[C:13]([Cl:19])=[N:14][C:15]([Cl:18])=[N:16][CH:17]=1.CC(N(C(C)C)CC)C. The catalyst is O1CCOCC1. The product is [Br:11][C:12]1[C:13]([Cl:19])=[N:14][C:15]([NH:10][C:3]2[C:4]([CH3:9])=[CH:5][C:6]([CH3:8])=[CH:7][C:2]=2[CH3:1])=[N:16][CH:17]=1.[Br:11][C:12]1[C:13]([NH:10][C:3]2[C:4]([CH3:9])=[CH:5][C:6]([CH3:8])=[CH:7][C:2]=2[CH3:1])=[N:14][C:15]([Cl:18])=[N:16][CH:17]=1. The yield is 0.240. (9) The reactants are [Cl:1][C:2]1[CH:20]=[CH:19][C:5]([O:6][C:7]2[CH:18]=[CH:17][C:10]([O:11][C@@H:12]3[CH2:16][CH2:15][NH:14][CH2:13]3)=[CH:9][CH:8]=2)=[CH:4][CH:3]=1.[CH3:21][O:22][C:23](=[O:28])[CH2:24][CH2:25][CH2:26]Br.C(=O)([O-])[O-].[K+].[K+]. The catalyst is CN(C)C=O. The product is [CH3:21][O:22][C:23](=[O:28])[CH2:24][CH2:25][CH2:26][N:14]1[CH2:15][CH2:16][C@@H:12]([O:11][C:10]2[CH:17]=[CH:18][C:7]([O:6][C:5]3[CH:19]=[CH:20][C:2]([Cl:1])=[CH:3][CH:4]=3)=[CH:8][CH:9]=2)[CH2:13]1. The yield is 0.210.